This data is from Acute oral toxicity (LD50) regression data from Zhu et al.. The task is: Regression/Classification. Given a drug SMILES string, predict its toxicity properties. Task type varies by dataset: regression for continuous values (e.g., LD50, hERG inhibition percentage) or binary classification for toxic/non-toxic outcomes (e.g., AMES mutagenicity, cardiotoxicity, hepatotoxicity). Dataset: ld50_zhu. (1) The drug is CCC1CO1. The rat oral LD50 is 2.16, given as -log10 of the dose in mol/kg body weight (higher means more acutely toxic). (2) The molecule is COc1nc(NC(C)C)nc(NC(C)C)n1. The rat oral LD50 is 2.65, given as -log10 of the dose in mol/kg body weight (higher means more acutely toxic). (3) The drug is CCCCCCCCc1ccc(-c2ccccc2)cc1. The rat oral LD50 is 2.04, given as -log10 of the dose in mol/kg body weight (higher means more acutely toxic). (4) The molecule is CCN(CC)N=O. The rat oral LD50 is 2.56, given as -log10 of the dose in mol/kg body weight (higher means more acutely toxic). (5) The compound is Cc1cccc([N+](=O)[O-])c1. The rat oral LD50 is 2.11, given as -log10 of the dose in mol/kg body weight (higher means more acutely toxic). (6) The drug is OCC(Br)CBr. The rat oral LD50 is 2.50, given as -log10 of the dose in mol/kg body weight (higher means more acutely toxic). (7) The drug is O=c1[nH]ncc2ccccc12. The rat oral LD50 is 2.60, given as -log10 of the dose in mol/kg body weight (higher means more acutely toxic). (8) The compound is C=CC(=O)OCCN(CC)CC. The rat oral LD50 is 2.35, given as -log10 of the dose in mol/kg body weight (higher means more acutely toxic). (9) The molecule is CCN(CC)CCOCc1cc(Br)cc(Br)c1OC. The rat oral LD50 is 2.90, given as -log10 of the dose in mol/kg body weight (higher means more acutely toxic).